Dataset: Catalyst prediction with 721,799 reactions and 888 catalyst types from USPTO. Task: Predict which catalyst facilitates the given reaction. (1) Product: [Cl:14][C:15]1[C:16]([O:11][C:2]2[CH:3]=[CH:4][C:5]3[CH2:6][CH2:7][CH2:8][CH2:9][C:10]=3[CH:1]=2)=[CH:17][C:18]([F:28])=[C:19]([CH:27]=1)[C:20]([NH:22][S:23]([CH3:26])(=[O:24])=[O:25])=[O:21].[Cl:14][C:15]1[C:16]([F:29])=[CH:17][C:18]([O:11][C:2]2[CH:3]=[CH:4][C:5]3[CH2:6][CH2:7][CH2:8][CH2:9][C:10]=3[CH:1]=2)=[C:19]([CH:27]=1)[C:20]([NH:22][S:23]([CH3:26])(=[O:25])=[O:24])=[O:21]. Reactant: [CH:1]1[C:10]2[CH2:9][CH2:8][CH2:7][CH2:6][C:5]=2[CH:4]=[CH:3][C:2]=1[OH:11].[H-].[Na+].[Cl:14][C:15]1[C:16]([F:29])=[CH:17][C:18]([F:28])=[C:19]([CH:27]=1)[C:20]([NH:22][S:23]([CH3:26])(=[O:25])=[O:24])=[O:21].[NH4+].[Cl-]. The catalyst class is: 3. (2) Reactant: [Cl:1][C:2]1[CH:3]=[C:4]([CH:15]=[CH:16][C:17]=1[Cl:18])[CH2:5][CH:6]([C:11](OC)=O)[C:7](OC)=O.[H-].C([Al+]CC(C)C)C(C)C.[NH2:29][C:30]1[C:34]([C:35]([O:37]CC)=[O:36])=[CH:33][NH:32][N:31]=1.Cl. Product: [Cl:1][C:2]1[CH:3]=[C:4]([CH:15]=[CH:16][C:17]=1[Cl:18])[CH2:5][C:6]1[CH:7]=[N:29][C:30]2[N:31]([N:32]=[CH:33][C:34]=2[C:35]([OH:37])=[O:36])[CH:11]=1. The catalyst class is: 61.